Dataset: Forward reaction prediction with 1.9M reactions from USPTO patents (1976-2016). Task: Predict the product of the given reaction. Given the reactants Cl[C:2]1[N:6]=[C:5]([C:7]2[CH:8]=[C:9]3[C:13](=[CH:14][CH:15]=2)[NH:12][CH:11]=[CH:10]3)[S:4][N:3]=1.[CH3:16][O:17][C:18]1[CH:25]=[CH:24][C:21]([CH2:22][NH2:23])=[CH:20][CH:19]=1, predict the reaction product. The product is: [NH:12]1[C:13]2[C:9](=[CH:8][C:7]([C:5]3[S:4][N:3]=[C:2]([NH:23][CH2:22][C:21]4[CH:24]=[CH:25][C:18]([O:17][CH3:16])=[CH:19][CH:20]=4)[N:6]=3)=[CH:15][CH:14]=2)[CH:10]=[CH:11]1.